Dataset: Full USPTO retrosynthesis dataset with 1.9M reactions from patents (1976-2016). Task: Predict the reactants needed to synthesize the given product. The reactants are: N1C=CC=CC=1.Cl.[CH3:8][NH:9][O:10][CH3:11].[C:12]([C:20]1[CH:28]=[CH:27][C:23]([C:24](Cl)=[O:25])=[CH:22][CH:21]=1)(=[O:19])[C:13]1[CH:18]=[CH:17][CH:16]=[CH:15][CH:14]=1.O. Given the product [CH3:8][N:9]([C:24](=[O:25])[C:23]1[CH:22]=[CH:21][C:20]([C:12](=[O:19])[C:13]2[CH:18]=[CH:17][CH:16]=[CH:15][CH:14]=2)=[CH:28][CH:27]=1)[O:10][CH3:11], predict the reactants needed to synthesize it.